Dataset: Reaction yield outcomes from USPTO patents with 853,638 reactions. Task: Predict the reaction yield, written as a fraction of the theoretical maximum amount of product (1.0 means a 100% yield; for example, 0.34 means a 34% yield). The reactants are [Cl:1][C:2]1[CH:10]=[C:9]2[C:5]([C:6]([CH2:12][C:13]([O:15][CH2:16][CH3:17])=[O:14])=[C:7]([CH3:11])[NH:8]2)=[CH:4][C:3]=1[O:18][CH3:19].[H-].[Na+].[Cl:22][C:23]1[CH:31]=[CH:30][C:26]([C:27](Cl)=[O:28])=[CH:25][CH:24]=1. The catalyst is CN(C)C=O. The product is [CH2:16]([O:15][C:13](=[O:14])[CH2:12][C:6]1[C:5]2[C:9](=[CH:10][C:2]([Cl:1])=[C:3]([O:18][CH3:19])[CH:4]=2)[N:8]([C:27](=[O:28])[C:26]2[CH:30]=[CH:31][C:23]([Cl:22])=[CH:24][CH:25]=2)[C:7]=1[CH3:11])[CH3:17]. The yield is 0.820.